From a dataset of Forward reaction prediction with 1.9M reactions from USPTO patents (1976-2016). Predict the product of the given reaction. (1) Given the reactants C[O:2][C:3]([C:5]1[CH:6]=[C:7]2[C:11](=[CH:12][CH:13]=1)[N:10]([CH2:14][C:15](OCC)([O:32]CC)[CH2:16][O:17][C:18]1[CH:23]=[CH:22][C:21]([CH2:24][CH2:25][CH2:26][CH2:27][CH2:28][CH2:29][CH2:30][CH3:31])=[CH:20][CH:19]=1)[CH:9]=[C:8]2[C:38](=[O:46])[CH2:39][CH2:40][CH2:41][C:42]([O:44]C)=[O:43])=[O:4].CO.[OH-].[Na+], predict the reaction product. The product is: [C:42]([CH2:41][CH2:40][CH2:39][C:38]([C:8]1[C:7]2[C:11](=[CH:12][CH:13]=[C:5]([C:3]([OH:4])=[O:2])[CH:6]=2)[N:10]([CH2:14][C:15](=[O:32])[CH2:16][O:17][C:18]2[CH:19]=[CH:20][C:21]([CH2:24][CH2:25][CH2:26][CH2:27][CH2:28][CH2:29][CH2:30][CH3:31])=[CH:22][CH:23]=2)[CH:9]=1)=[O:46])([OH:44])=[O:43]. (2) The product is: [CH3:28][N:10]1[CH2:11][CH2:12][CH2:13][CH2:14][CH:9]1[CH2:8][N:7]([CH:15]1[CH2:23][C:22]2[C:17](=[CH:18][CH:19]=[CH:20][CH:21]=2)[CH2:16]1)[C:1]1[CH:6]=[CH:5][CH:4]=[CH:3][CH:2]=1. Given the reactants [C:1]1([N:7]([CH:15]2[CH2:23][C:22]3[C:17](=[CH:18][CH:19]=[CH:20][CH:21]=3)[CH2:16]2)[CH2:8][CH:9]2[CH2:14][CH2:13][CH2:12][CH2:11][NH:10]2)[CH:6]=[CH:5][CH:4]=[CH:3][CH:2]=1.C=O.[BH-](OC(C)=O)(OC(C)=O)O[C:28](C)=O.[Na+].[OH-].[Na+], predict the reaction product.